This data is from Forward reaction prediction with 1.9M reactions from USPTO patents (1976-2016). The task is: Predict the product of the given reaction. (1) Given the reactants [CH:1]1([CH2:4][O:5][C:6]2[CH:15]=[CH:14][C:9]([C:10]([O:12]C)=[O:11])=[CH:8][C:7]=2[CH:16]=[O:17])[CH2:3][CH2:2]1.[OH-].[Na+], predict the reaction product. The product is: [CH:1]1([CH2:4][O:5][C:6]2[CH:15]=[CH:14][C:9]([C:10]([OH:12])=[O:11])=[CH:8][C:7]=2[CH:16]=[O:17])[CH2:3][CH2:2]1. (2) The product is: [C:35]([O:34][C:32]([NH:31][C@@H:10]([CH2:11][CH2:12][C:13]1[N:17]([CH2:18][C:19]2[CH:20]=[CH:21][CH:22]=[CH:23][CH:24]=2)[C:16]2[CH:25]=[C:26]([Cl:30])[C:27]([Cl:29])=[CH:28][C:15]=2[N:14]=1)[C:9]([NH:78][O:77][C:58]([C:59]1[CH:64]=[CH:63][CH:62]=[CH:61][CH:60]=1)([C:71]1[CH:72]=[CH:73][CH:74]=[CH:75][CH:76]=1)[C:65]1[CH:66]=[CH:67][CH:68]=[CH:69][CH:70]=1)=[O:39])=[O:33])([CH3:36])([CH3:38])[CH3:37]. Given the reactants C(O[C:9](=[O:39])[C@@H:10]([NH:31][C:32]([O:34][C:35]([CH3:38])([CH3:37])[CH3:36])=[O:33])[CH2:11][CH2:12][C:13]1[N:17]([CH2:18][C:19]2[CH:24]=[CH:23][CH:22]=[CH:21][CH:20]=2)[C:16]2[CH:25]=[C:26]([Cl:30])[C:27]([Cl:29])=[CH:28][C:15]=2[N:14]=1)C1C=CC=CC=1.C(=O)([O-])[O-].[K+].[K+].CCN=C=NCCCN(C)C.Cl.[C:58]([O:77][NH2:78])([C:71]1[CH:76]=[CH:75][CH:74]=[CH:73][CH:72]=1)([C:65]1[CH:70]=[CH:69][CH:68]=[CH:67][CH:66]=1)[C:59]1[CH:64]=[CH:63][CH:62]=[CH:61][CH:60]=1, predict the reaction product.